From a dataset of NCI-60 drug combinations with 297,098 pairs across 59 cell lines. Regression. Given two drug SMILES strings and cell line genomic features, predict the synergy score measuring deviation from expected non-interaction effect. (1) Drug 1: CN1C(=O)N2C=NC(=C2N=N1)C(=O)N. Drug 2: C1CNP(=O)(OC1)N(CCCl)CCCl. Cell line: SF-268. Synergy scores: CSS=-0.665, Synergy_ZIP=2.17, Synergy_Bliss=2.36, Synergy_Loewe=0.250, Synergy_HSA=-0.0733. (2) Drug 1: CS(=O)(=O)CCNCC1=CC=C(O1)C2=CC3=C(C=C2)N=CN=C3NC4=CC(=C(C=C4)OCC5=CC(=CC=C5)F)Cl. Drug 2: C1CC(=O)NC(=O)C1N2C(=O)C3=CC=CC=C3C2=O. Cell line: PC-3. Synergy scores: CSS=1.02, Synergy_ZIP=0.112, Synergy_Bliss=1.35, Synergy_Loewe=1.23, Synergy_HSA=0.994. (3) Drug 1: C1=CC(=C2C(=C1NCCNCCO)C(=O)C3=C(C=CC(=C3C2=O)O)O)NCCNCCO. Drug 2: COCCOC1=C(C=C2C(=C1)C(=NC=N2)NC3=CC=CC(=C3)C#C)OCCOC.Cl. Cell line: CCRF-CEM. Synergy scores: CSS=59.2, Synergy_ZIP=2.19, Synergy_Bliss=2.04, Synergy_Loewe=-27.9, Synergy_HSA=2.52. (4) Drug 1: CNC(=O)C1=NC=CC(=C1)OC2=CC=C(C=C2)NC(=O)NC3=CC(=C(C=C3)Cl)C(F)(F)F. Drug 2: COCCOC1=C(C=C2C(=C1)C(=NC=N2)NC3=CC=CC(=C3)C#C)OCCOC.Cl. Cell line: KM12. Synergy scores: CSS=8.85, Synergy_ZIP=-0.471, Synergy_Bliss=3.32, Synergy_Loewe=4.56, Synergy_HSA=3.23. (5) Drug 1: CC1=CC=C(C=C1)C2=CC(=NN2C3=CC=C(C=C3)S(=O)(=O)N)C(F)(F)F. Drug 2: C1CC(=O)NC(=O)C1N2C(=O)C3=CC=CC=C3C2=O. Cell line: OVCAR-5. Synergy scores: CSS=1.60, Synergy_ZIP=-0.449, Synergy_Bliss=1.16, Synergy_Loewe=-0.851, Synergy_HSA=-0.114.